This data is from Reaction yield outcomes from USPTO patents with 853,638 reactions. The task is: Predict the reaction yield, written as a fraction of the theoretical maximum amount of product (1.0 means a 100% yield; for example, 0.34 means a 34% yield). (1) The reactants are [H-].[Na+].C(OP([CH2:11][C:12]([O:14][C:15]([CH3:18])([CH3:17])[CH3:16])=[O:13])(OCC)=O)C.[C:19]([C:21]1[CH:28]=[CH:27][C:24]([CH:25]=O)=[CH:23][CH:22]=1)#[N:20]. The catalyst is C1COCC1.CC(OC)(C)C.[NH4+].[Cl-]. The product is [C:19]([C:21]1[CH:28]=[CH:27][C:24](/[CH:25]=[CH:11]/[C:12]([O:14][C:15]([CH3:16])([CH3:17])[CH3:18])=[O:13])=[CH:23][CH:22]=1)#[N:20]. The yield is 1.00. (2) The reactants are [CH:1]1([NH:4][C:5](=[O:45])[NH:6][C:7]2[CH:43]=[CH:42][C:10]([O:11][C:12]3[CH:17]=[CH:16][N:15]=[C:14]4[CH:18]=[C:19]([C:21]5[N:26]=[CH:25][C:24]([CH2:27][N:28]6[CH2:32][CH2:31][C@H:30]([NH:33]C(=O)OC(C)(C)C)[C:29]6=[O:41])=[CH:23][CH:22]=5)[S:20][C:13]=34)=[C:9]([F:44])[CH:8]=2)[CH2:3][CH2:2]1.O.C(O)(C(F)(F)F)=O. The yield is 0.760. The catalyst is C(Cl)Cl. The product is [NH2:33][C@H:30]1[CH2:31][CH2:32][N:28]([CH2:27][C:24]2[CH:23]=[CH:22][C:21]([C:19]3[S:20][C:13]4[C:14](=[N:15][CH:16]=[CH:17][C:12]=4[O:11][C:10]4[CH:42]=[CH:43][C:7]([NH:6][C:5]([NH:4][CH:1]5[CH2:3][CH2:2]5)=[O:45])=[CH:8][C:9]=4[F:44])[CH:18]=3)=[N:26][CH:25]=2)[C:29]1=[O:41].